Dataset: Cav3 T-type calcium channel HTS with 100,875 compounds. Task: Binary Classification. Given a drug SMILES string, predict its activity (active/inactive) in a high-throughput screening assay against a specified biological target. (1) The drug is Clc1ccc(c2nn(cc2/C=C2\C(=NNC2=O)C)c2ccccc2)cc1. The result is 0 (inactive). (2) The molecule is ClC(Cl)C(NC(=O)c1ccc(cc1)C)NC(=O)c1ccc(cc1)C. The result is 0 (inactive). (3) The compound is Fc1ccc(C2=NOC(C2)C(=O)NCc2cccnc2)cc1. The result is 0 (inactive). (4) The drug is S(c1n(c(nn1)C1CC1)CC)CC(=O)Nc1ccc(NC(=O)C)cc1. The result is 0 (inactive). (5) The molecule is S(CC(=O)NC1CCCc2c1cccc2)Cc1nc(oc1C)c1cc(OC)c(OC)cc1. The result is 0 (inactive). (6) The compound is o1nc(c2nc(NCCOC)nc(c2)C)cc1C(=O)Nc1ccccc1. The result is 0 (inactive). (7) The molecule is S(=O)(=O)(c1c2c(n(c1)C)cccc2)CC(=O)Nc1cc(ccc1)C. The result is 0 (inactive).